From a dataset of Full USPTO retrosynthesis dataset with 1.9M reactions from patents (1976-2016). Predict the reactants needed to synthesize the given product. (1) Given the product [CH2:16]([N:3]1[C:11]2[C:6](=[CH:7][CH:8]=[CH:9][CH:10]=2)[C:5]([C:12]([O:14][CH3:15])=[O:13])=[N:4]1)[C:17]1[CH:22]=[CH:21][CH:20]=[CH:19][CH:18]=1, predict the reactants needed to synthesize it. The reactants are: [H-].[Na+].[NH:3]1[C:11]2[C:6](=[CH:7][CH:8]=[CH:9][CH:10]=2)[C:5]([C:12]([O:14][CH3:15])=[O:13])=[N:4]1.[CH2:16](Br)[C:17]1[CH:22]=[CH:21][CH:20]=[CH:19][CH:18]=1.O. (2) Given the product [Cl:30][C:10]1[CH:9]=[CH:8][CH:7]=[C:6]2[C:11]=1[C:12](=[O:29])[N:13]([N:14]1[CH2:21][C:18]3([CH2:20][CH2:19]3)[N:17]([C:22]([O:24][C:25]([CH3:26])([CH3:28])[CH3:27])=[O:23])[CH2:16][CH2:15]1)[C:4]([C@@H:2]([NH:1][C:43]1[C:44]([C:48]#[N:49])=[C:45]([NH2:47])[N:46]=[C:41]([NH2:40])[N:42]=1)[CH3:3])=[N:5]2, predict the reactants needed to synthesize it. The reactants are: [NH2:1][C@H:2]([C:4]1[N:13]([N:14]2[CH2:21][C:18]3([CH2:20][CH2:19]3)[N:17]([C:22]([O:24][C:25]([CH3:28])([CH3:27])[CH3:26])=[O:23])[CH2:16][CH2:15]2)[C:12](=[O:29])[C:11]2[C:6](=[CH:7][CH:8]=[CH:9][C:10]=2[Cl:30])[N:5]=1)[CH3:3].C(N(CC)C(C)C)(C)C.[NH2:40][C:41]1[N:46]=[C:45]([NH2:47])[C:44]([C:48]#[N:49])=[C:43](Cl)[N:42]=1. (3) Given the product [CH3:10][C:4]1[C:3]([CH2:2][NH2:11])=[CH:8][CH:7]=[C:6]([CH3:9])[N:5]=1, predict the reactants needed to synthesize it. The reactants are: Cl[CH2:2][C:3]1[C:4]([CH3:10])=[N:5][C:6]([CH3:9])=[CH:7][CH:8]=1.[NH3:11]. (4) Given the product [F:26][C:27]1[CH:28]=[C:29]([CH2:33][NH:34][C:13]([C:12]2[C:11]3[C:6](=[CH:7][C:8]([OH:15])=[CH:9][CH:10]=3)[N:5]([CH2:18][C:19]3[CH:20]=[N:21][CH:22]=[CH:23][CH:24]=3)[C:4]=2[CH:1]([CH3:2])[CH3:3])=[O:14])[CH:30]=[N:31][CH:32]=1, predict the reactants needed to synthesize it. The reactants are: [CH:1]([C:4]1[NH:5][C:6]2[C:11]([C:12]=1[CH:13]=[O:14])=[CH:10][CH:9]=[C:8]([O:15]C)[CH:7]=2)([CH3:3])[CH3:2].Br[CH2:18][C:19]1[CH:20]=[N:21][CH:22]=[CH:23][CH:24]=1.Br.[F:26][C:27]1[CH:28]=[C:29]([CH2:33][NH2:34])[CH:30]=[N:31][CH:32]=1. (5) The reactants are: [F:1][C:2]([F:16])([F:15])[C:3]1[C:10]([C:11]([F:14])([F:13])[F:12])=[CH:9][CH:8]=[CH:7][C:4]=1[C:5]#[N:6].Cl. Given the product [F:1][C:2]([F:15])([F:16])[C:3]1[C:10]([C:11]([F:12])([F:13])[F:14])=[CH:9][CH:8]=[CH:7][C:4]=1[CH2:5][NH2:6], predict the reactants needed to synthesize it. (6) Given the product [N:34]([CH2:8][C:4]1[CH:5]=[N:6][CH:7]=[C:2]([Cl:1])[C:3]=1[CH2:10][O:11][CH:12]1[CH2:17][CH2:16][CH2:15][CH2:14][O:13]1)=[N+:35]=[N-:36], predict the reactants needed to synthesize it. The reactants are: [Cl:1][C:2]1[C:3]([CH2:10][O:11][CH:12]2[CH2:17][CH2:16][CH2:15][CH2:14][O:13]2)=[C:4]([CH2:8]O)[CH:5]=[N:6][CH:7]=1.C1(OP([N:34]=[N+:35]=[N-:36])(=O)OC2C=CC=CC=2)C=CC=CC=1.N1CCCN2CCCCCC=12. (7) Given the product [CH3:1][O:2][C:3](=[O:23])/[C:4](/[CH2:13][C:14]1[CH:19]=[CH:18][C:17]([C:20]([N:54]2[CH2:55][CH2:56][CH:51]([O:50][C:47](=[O:49])[CH3:48])[CH2:52][CH2:53]2)=[O:21])=[CH:16][CH:15]=1)=[C:5](/[CH:10]([CH3:11])[CH3:12])\[C:6]([O:8][CH3:9])=[O:7], predict the reactants needed to synthesize it. The reactants are: [CH3:1][O:2][C:3](=[O:23])/[C:4](/[CH2:13][C:14]1[CH:19]=[CH:18][C:17]([C:20](O)=[O:21])=[CH:16][CH:15]=1)=[C:5](/[CH:10]([CH3:12])[CH3:11])\[C:6]([O:8][CH3:9])=[O:7].ON1C2C=CC=CC=2N=N1.Cl.C(N=C=NCCCN(C)C)C.Cl.[C:47]([O:50][CH:51]1[CH2:56][CH2:55][NH:54][CH2:53][CH2:52]1)(=[O:49])[CH3:48].C(N(CC)CC)C. (8) Given the product [F:29][C:26]1[CH:25]=[CH:24][C:23]([C:15]([C:16]2[CH:21]=[CH:20][C:19]([F:22])=[CH:18][CH:17]=2)=[CH:14][CH2:13][S:12][C:9]2[CH:10]=[CH:11][C:6]([O:5][CH2:4][C:3]([OH:32])=[O:2])=[C:7]([CH2:30][CH3:31])[CH:8]=2)=[CH:28][CH:27]=1, predict the reactants needed to synthesize it. The reactants are: C[O:2][C:3](=[O:32])[CH2:4][O:5][C:6]1[CH:11]=[CH:10][C:9]([S:12][CH2:13][CH:14]=[C:15]([C:23]2[CH:28]=[CH:27][C:26]([F:29])=[CH:25][CH:24]=2)[C:16]2[CH:21]=[CH:20][C:19]([F:22])=[CH:18][CH:17]=2)=[CH:8][C:7]=1[CH2:30][CH3:31].[OH-].[Na+].Cl. (9) Given the product [Br:22][C:7]1[CH:8]=[C:9]([C:12]2[S:13][C:14]([C:18]([O:20][CH3:21])=[O:19])=[C:15]([CH3:17])[N:16]=2)[CH:10]=[CH:11][C:6]=1[O:5][CH2:4][CH2:3][CH2:2][Cl:1], predict the reactants needed to synthesize it. The reactants are: [Cl:1][CH2:2][CH2:3][CH2:4][O:5][C:6]1[CH:11]=[CH:10][C:9]([C:12]2[S:13][C:14]([C:18]([O:20][CH3:21])=[O:19])=[C:15]([CH3:17])[N:16]=2)=[CH:8][CH:7]=1.[Br:22]N1C(=O)CCC1=O.